This data is from Forward reaction prediction with 1.9M reactions from USPTO patents (1976-2016). The task is: Predict the product of the given reaction. (1) Given the reactants [CH2:1]([N:3]([CH:29]1[CH2:34][CH2:33][O:32][CH2:31][CH2:30]1)[C:4]1[C:19]2[CH2:18][CH:17]=[CH:16][CH2:15][CH:14]([CH3:20])[C:13]3[CH:21]=[C:22]([CH3:27])[N:23]=[C:24]([O:25]C)[C:12]=3[CH2:11][NH:10][C:9](=[O:28])[C:8]=2[CH:7]=[CH:6][CH:5]=1)[CH3:2].Cl, predict the reaction product. The product is: [CH2:1]([N:3]([CH:29]1[CH2:30][CH2:31][O:32][CH2:33][CH2:34]1)[C:4]1[C:19]2[CH2:18][CH:17]=[CH:16][CH2:15][CH:14]([CH3:20])[C:13]3[CH:21]=[C:22]([CH3:27])[NH:23][C:24](=[O:25])[C:12]=3[CH2:11][NH:10][C:9](=[O:28])[C:8]=2[CH:7]=[CH:6][CH:5]=1)[CH3:2]. (2) The product is: [I:23][C:20]1[CH:21]=[CH:22][C:17]([C@H:13]([OH:12])[CH:14]([CH3:15])[CH3:16])=[C:18]([N+:24]([O-:26])=[O:25])[CH:19]=1. Given the reactants [C@]12(C)C(C)(C)C(CC1)CC2C([O:12][C@@H:13]([C:17]1[CH:22]=[CH:21][C:20]([I:23])=[CH:19][C:18]=1[N+:24]([O-:26])=[O:25])[CH:14]([CH3:16])[CH3:15])=O.C([O-])([O-])=O.[K+].[K+], predict the reaction product. (3) The product is: [CH3:15][N:14]([CH3:16])[C:13]1[CH:17]=[CH:18][C:10](/[N:9]=[N:8]/[C:7]2[CH:19]=[CH:20][C:4]([S:1]([NH:24][CH2:25][CH2:26][SH:27])(=[O:3])=[O:2])=[CH:5][CH:6]=2)=[CH:11][CH:12]=1. Given the reactants [S:1](Cl)([C:4]1[CH:20]=[CH:19][C:7]([N:8]=[N:9][C:10]2[CH:18]=[CH:17][C:13]([N:14]([CH3:16])[CH3:15])=[CH:12][CH:11]=2)=[CH:6][CH:5]=1)(=[O:3])=[O:2].Cl.Cl.[NH2:24][CH2:25][CH2:26][S:27][S:27][CH2:26][CH2:25][NH2:24].C(S)[C@@H](O)[C@H](O)CS, predict the reaction product. (4) Given the reactants [OH:1][C:2]1[CH:3]=[C:4]([C:8]2[C:17]3[C:12](=[C:13]([C:18]([F:21])([F:20])[F:19])[CH:14]=[CH:15][CH:16]=3)[N:11]=[CH:10][C:9]=2[C:22]([C:24]2[CH:29]=[CH:28][CH:27]=[CH:26][CH:25]=2)=[O:23])[CH:5]=[CH:6][CH:7]=1.[NH:30]1[C:38]2[C:33](=[CH:34][C:35](B(O)O)=[CH:36][CH:37]=2)[CH:32]=[CH:31]1, predict the reaction product. The product is: [NH:30]1[C:38]2[C:33](=[CH:34][C:35]([O:1][C:2]3[CH:3]=[C:4]([C:8]4[C:17]5[C:12](=[C:13]([C:18]([F:21])([F:19])[F:20])[CH:14]=[CH:15][CH:16]=5)[N:11]=[CH:10][C:9]=4[C:22]([C:24]4[CH:25]=[CH:26][CH:27]=[CH:28][CH:29]=4)=[O:23])[CH:5]=[CH:6][CH:7]=3)=[CH:36][CH:37]=2)[CH:32]=[CH:31]1. (5) Given the reactants C[O:2][C:3](=[O:39])[C:4]1[CH:9]=[CH:8][CH:7]=[CH:6][C:5]=1[O:10][C:11]1[CH:16]=[CH:15][CH:14]=[C:13]([O:17][CH2:18][CH2:19][CH2:20][O:21][C:22]2[CH:27]=[C:26]([OH:28])[C:25]([C:29]3[O:33][N:32]=[CH:31][CH:30]=3)=[CH:24][C:23]=2[CH2:34][CH3:35])[C:12]=1[CH2:36][CH2:37][CH3:38].[OH-].[Li+], predict the reaction product. The product is: [CH2:34]([C:23]1[CH:24]=[C:25]([C:29]2[O:33][N:32]=[CH:31][CH:30]=2)[C:26]([OH:28])=[CH:27][C:22]=1[O:21][CH2:20][CH2:19][CH2:18][O:17][C:13]1[C:12]([CH2:36][CH2:37][CH3:38])=[C:11]([CH:16]=[CH:15][CH:14]=1)[O:10][C:5]1[CH:6]=[CH:7][CH:8]=[CH:9][C:4]=1[C:3]([OH:39])=[O:2])[CH3:35]. (6) Given the reactants [F:1][C:2]1[CH:7]=[CH:6][C:5]([N:8]2[C:12]([CH:13]([CH3:15])[CH3:14])=[C:11]([NH2:16])[CH:10]=[N:9]2)=[CH:4][CH:3]=1.[CH3:17][C:18]1[N:19]([CH:27]([CH2:31][CH3:32])[C:28](O)=[O:29])[CH:20]=[C:21]([C:23]([F:26])([F:25])[F:24])[N:22]=1.C(N(C(C)C)CC)(C)C.CN(C(ON1N=NC2C=CC=NC1=2)=[N+](C)C)C.F[P-](F)(F)(F)(F)F, predict the reaction product. The product is: [F:1][C:2]1[CH:3]=[CH:4][C:5]([N:8]2[C:12]([CH:13]([CH3:14])[CH3:15])=[C:11]([NH:16][C:28](=[O:29])[CH:27]([N:19]3[CH:20]=[C:21]([C:23]([F:24])([F:25])[F:26])[N:22]=[C:18]3[CH3:17])[CH2:31][CH3:32])[CH:10]=[N:9]2)=[CH:6][CH:7]=1. (7) Given the reactants [Br:1][C:2]1[N:6]=[C:5]([C:7]([O:9]C)=O)[NH:4][N:3]=1.CO.[NH3:13], predict the reaction product. The product is: [Br:1][C:2]1[N:6]=[C:5]([C:7]([NH2:13])=[O:9])[NH:4][N:3]=1. (8) The product is: [NH2:1][C:2]1[CH:33]=[CH:32][C:5]([CH2:6][NH:7][C:8](=[O:31])[NH:9][CH:10]([CH2:16][C:17]2[CH:22]=[CH:21][CH:20]=[C:19]([OH:23])[CH:18]=2)[C:11]([O:13][CH2:14][CH3:15])=[O:12])=[CH:4][CH:3]=1. Given the reactants [NH2:1][C:2]1[CH:33]=[CH:32][C:5]([CH2:6][NH:7][C:8](=[O:31])[NH:9][CH:10]([CH2:16][C:17]2[CH:22]=[CH:21][CH:20]=[C:19]([O:23]CC3C=CC=CC=3)[CH:18]=2)[C:11]([O:13][CH2:14][CH3:15])=[O:12])=[CH:4][CH:3]=1, predict the reaction product. (9) The product is: [F:1][C:2]1[CH:3]=[C:4]([CH:8]=[CH:9][C:10]=1[C:11]1[S:12][C:13]2[C:18]([N:19]=1)=[CH:17][CH:16]=[C:15]([C:20]1([C:23]3[CH:28]=[CH:27][CH:26]=[CH:25][CH:24]=3)[CH2:21][CH2:22]1)[N:14]=2)[C:5]([N:30]=[N+:31]=[N-:32])=[O:6]. Given the reactants [F:1][C:2]1[CH:3]=[C:4]([CH:8]=[CH:9][C:10]=1[C:11]1[S:12][C:13]2[C:18]([N:19]=1)=[CH:17][CH:16]=[C:15]([C:20]1([C:23]3[CH:28]=[CH:27][CH:26]=[CH:25][CH:24]=3)[CH2:22][CH2:21]1)[N:14]=2)[C:5](O)=[O:6].O.[N-:30]=[N+:31]=[N-:32].[Na+], predict the reaction product.